This data is from Full USPTO retrosynthesis dataset with 1.9M reactions from patents (1976-2016). The task is: Predict the reactants needed to synthesize the given product. (1) Given the product [CH2:72]([S:73][C:2]1[C:3]([CH3:14])=[C:4]([C:8]2[CH:9]=[N:10][CH:11]=[CH:12][CH:13]=2)[CH:5]=[CH:6][CH:7]=1)[C:66]1[CH:71]=[CH:70][CH:69]=[CH:68][CH:67]=1, predict the reactants needed to synthesize it. The reactants are: Br[C:2]1[C:3]([CH3:14])=[C:4]([C:8]2[CH:9]=[N:10][CH:11]=[CH:12][CH:13]=2)[CH:5]=[CH:6][CH:7]=1.CCN(C(C)C)C(C)C.CC1(C)C2C(=C(P(C3C=CC=CC=3)C3C=CC=CC=3)C=CC=2)OC2C(P(C3C=CC=CC=3)C3C=CC=CC=3)=CC=CC1=2.[C:66]1([CH2:72][SH:73])[CH:71]=[CH:70][CH:69]=[CH:68][CH:67]=1. (2) The reactants are: [CH3:1][C:2](=O)[CH2:3][CH2:4][C:5](=O)[CH3:6].[CH2:9]([CH2:11][NH2:12])[OH:10].C(O)(=O)C(C)(C)C.CCCCCCC.O1CCCC1.C1(C)C=CC=CC=1. Given the product [OH:10][CH2:9][CH2:11][N:12]1[C:2]([CH3:1])=[CH:3][CH:4]=[C:5]1[CH3:6], predict the reactants needed to synthesize it. (3) Given the product [N:22]([CH2:2][C@@H:3]([OH:21])[CH2:4][C:5]1[CH:10]=[CH:9][CH:8]=[C:7](/[CH:11]=[CH:12]/[C:13]2[C:18]([Cl:19])=[CH:17][CH:16]=[CH:15][C:14]=2[Cl:20])[CH:6]=1)=[N+:23]=[N-:24], predict the reactants needed to synthesize it. The reactants are: Cl[CH2:2][C@@H:3]([OH:21])[CH2:4][C:5]1[CH:10]=[CH:9][CH:8]=[C:7](/[CH:11]=[CH:12]/[C:13]2[C:18]([Cl:19])=[CH:17][CH:16]=[CH:15][C:14]=2[Cl:20])[CH:6]=1.[N-:22]=[N+:23]=[N-:24].[Na+].